Dataset: Full USPTO retrosynthesis dataset with 1.9M reactions from patents (1976-2016). Task: Predict the reactants needed to synthesize the given product. (1) Given the product [CH3:12][O:13][C:14]1[C:19]2[CH:20]=[C:21]([B:27]([OH:28])[OH:26])[S:22][C:18]=2[CH:17]=[CH:16][CH:15]=1, predict the reactants needed to synthesize it. The reactants are: CCCCCC.C([Li])CCC.[CH3:12][O:13][C:14]1[C:19]2[CH:20]=[CH:21][S:22][C:18]=2[CH:17]=[CH:16][CH:15]=1.C([O:26][B:27](OC(C)C)[O:28]C(C)C)(C)C. (2) Given the product [Cl:2][C:3]1[CH:18]=[CH:17][C:6]2[N:7]([CH:11]3[CH2:12][CH2:13][N:14]([CH:20]4[CH2:24][CH2:23][N:22]([C:25]([O:27][CH2:28][CH3:29])=[O:26])[CH2:21]4)[CH2:15][CH2:16]3)[C:8](=[O:10])[NH:9][C:5]=2[CH:4]=1, predict the reactants needed to synthesize it. The reactants are: Cl.[Cl:2][C:3]1[CH:18]=[CH:17][C:6]2[N:7]([CH:11]3[CH2:16][CH2:15][NH:14][CH2:13][CH2:12]3)[C:8](=[O:10])[NH:9][C:5]=2[CH:4]=1.O=[C:20]1[CH2:24][CH2:23][N:22]([C:25]([O:27][CH2:28][CH3:29])=[O:26])[CH2:21]1. (3) Given the product [C:3]([N:36]1[CH2:37][CH2:38][C:31]2([N:30]([C:39]3[CH:44]=[CH:43][CH:42]=[CH:41][CH:40]=3)[CH2:29][N:28]([CH2:27][C:17]3[N:16]([CH2:15][CH2:14][CH:8]4[CH2:13][CH2:12][CH2:11][CH2:10][CH2:9]4)[C:20]4[N:21]=[C:22]([C:25]#[N:26])[N:23]=[CH:24][C:19]=4[CH:18]=3)[C:32]2=[O:33])[CH2:34][CH2:35]1)(=[O:4])[CH3:2], predict the reactants needed to synthesize it. The reactants are: F[C:2](F)(F)[C:3](O)=[O:4].[CH:8]1([CH2:14][CH2:15][N:16]2[C:20]3[N:21]=[C:22]([C:25]#[N:26])[N:23]=[CH:24][C:19]=3[CH:18]=[C:17]2[CH2:27][N:28]2[C:32](=[O:33])[C:31]3([CH2:38][CH2:37][NH:36][CH2:35][CH2:34]3)[N:30]([C:39]3[CH:44]=[CH:43][CH:42]=[CH:41][CH:40]=3)[CH2:29]2)[CH2:13][CH2:12][CH2:11][CH2:10][CH2:9]1.C(OC(=O)C)(=O)C.